From a dataset of Catalyst prediction with 721,799 reactions and 888 catalyst types from USPTO. Predict which catalyst facilitates the given reaction. (1) Reactant: [Br:1][C:2]1[CH:3]=[C:4]([CH:7]=[C:8]([OH:11])[C:9]=1[OH:10])[CH:5]=[O:6].[F-].[K+].O=P12OP3(OP(OP(O3)(O1)=O)(=O)O2)=O.[CH2:28](Br)Br. Product: [Br:1][C:2]1[CH:3]=[C:4]([CH:7]=[C:8]2[O:11][CH2:28][O:10][C:9]=12)[CH:5]=[O:6]. The catalyst class is: 3. (2) Reactant: [NH2:1][C:2]1[CH:9]=[C:8](Cl)[C:5]([C:6]#[N:7])=[CH:4][N:3]=1.[O:11]1[CH2:15][CH2:14][CH2:13][CH:12]1[CH2:16][OH:17].CC(N(C)C)=O.[H-].[Na+]. Product: [NH2:1][C:2]1[CH:9]=[C:8]([O:17][CH2:16][CH:12]2[CH2:13][CH2:14][CH2:15][O:11]2)[C:5]([C:6]#[N:7])=[CH:4][N:3]=1. The catalyst class is: 25.